Dataset: Full USPTO retrosynthesis dataset with 1.9M reactions from patents (1976-2016). Task: Predict the reactants needed to synthesize the given product. Given the product [ClH:23].[NH2:7][C@@H:8]([CH2:9][C:10]1[CH:15]=[CH:14][C:13]([O:16][C:17]2[CH:18]=[CH:19][C:20]([Cl:23])=[CH:21][CH:22]=2)=[CH:12][CH:11]=1)[CH2:24][NH:25][OH:26], predict the reactants needed to synthesize it. The reactants are: C(OC(=O)[NH:7][C@H:8]([CH2:24][NH:25][OH:26])[CH2:9][C:10]1[CH:15]=[CH:14][C:13]([O:16][C:17]2[CH:22]=[CH:21][C:20]([Cl:23])=[CH:19][CH:18]=2)=[CH:12][CH:11]=1)(C)(C)C.Cl.O1CCOCC1.